From a dataset of Full USPTO retrosynthesis dataset with 1.9M reactions from patents (1976-2016). Predict the reactants needed to synthesize the given product. (1) Given the product [O:21]1[CH2:22][CH2:23][O:24][C:19]2[CH:18]=[C:17]([NH:16][C:15]3[C:10]4[CH2:9][NH:32][CH2:33][CH2:27][C:11]=4[N:12]=[CH:13][N:14]=3)[CH:26]=[CH:25][C:20]1=2, predict the reactants needed to synthesize it. The reactants are: C(C1N[CH2:27][C:11]2[N:12]=[CH:13][N:14]=[C:15]([NH:16][C:17]3[CH:26]=[CH:25][C:20]4[O:21][CH2:22][CH2:23][O:24][C:19]=4[CH:18]=3)[C:10]=2[CH2:9]1)C1C=CC=CC=1.C([O-])=O.[NH4+:32].[CH3:33]O. (2) Given the product [Br:1][C:2]1[CH:14]=[CH:13][C:5]2[O:6][CH2:7][C:8](=[O:9])[NH:15][C:4]=2[CH:3]=1, predict the reactants needed to synthesize it. The reactants are: [Br:1][C:2]1[CH:14]=[CH:13][C:5]([O:6][CH2:7][C:8](OCC)=[O:9])=[C:4]([N+:15]([O-])=O)[CH:3]=1.C(O)(=O)C. (3) The reactants are: [CH2:1]([C:3]1[N:13]([CH2:14][C:15]2[CH:20]=[CH:19][C:18](/[CH:21]=[CH:22]/[CH2:23]O)=[CH:17][CH:16]=2)[C:6]2=[N:7][C:8]([CH3:12])=[CH:9][C:10]([CH3:11])=[C:5]2[N:4]=1)[CH3:2].[OH:25][CH:26]1[CH2:31][CH2:30][NH:29][CH2:28][CH2:27]1. Given the product [CH2:1]([C:3]1[N:13]([CH2:14][C:15]2[CH:16]=[CH:17][C:18](/[CH:21]=[CH:22]/[CH2:23][N:29]3[CH2:30][CH2:31][CH:26]([OH:25])[CH2:27][CH2:28]3)=[CH:19][CH:20]=2)[C:6]2=[N:7][C:8]([CH3:12])=[CH:9][C:10]([CH3:11])=[C:5]2[N:4]=1)[CH3:2], predict the reactants needed to synthesize it. (4) Given the product [CH3:29][O:28][C:26](=[O:27])[CH2:25][CH2:24][CH2:23][C:22]#[C:21][CH3:20], predict the reactants needed to synthesize it. The reactants are: [H-].[Na+].C([SiH2]OC(C)(C)C1NC(=O)CCC1)(C)(C)C.I[CH2:20][C:21]#[C:22][CH2:23][CH2:24][CH2:25][C:26]([O:28][CH3:29])=[O:27]. (5) Given the product [CH2:12]([O:19][C:20]1[CH:25]=[C:24]([CH2:26][CH3:27])[CH:23]=[CH:22][C:21]=1[OH:2])[C:13]1[CH:18]=[CH:17][CH:16]=[CH:15][CH:14]=1, predict the reactants needed to synthesize it. The reactants are: C[O:2]S(C1C=CC=CC=1)(=O)=O.[CH2:12]([O:19][C:20]1[CH:25]=[C:24]([CH2:26][CH3:27])[CH:23]=[CH:22][C:21]=1C1C=C(C)C=CC=1S(O)(=O)=O)[C:13]1[CH:18]=[CH:17][CH:16]=[CH:15][CH:14]=1.[Mg].Cl. (6) Given the product [CH:18]1[C:10]2[CH:9]=[C:8]([C:4]3[CH:3]=[C:2]([C:35]4([OH:37])[C:34]5[CH:33]=[CH:32][CH:31]=[CH:30][C:29]=5[C:28]([C:6]5[CH:7]=[CH:2][CH:3]=[C:4]([C:8]6[C:17]7[C:12]([C:11]8[CH:3]=[CH:2][CH:7]=[CH:6][C:10]=8[CH:9]=6)=[CH:13][CH:14]=[CH:15][CH:16]=7)[CH:5]=5)([OH:38])[C:27]5[C:36]4=[CH:23][CH:24]=[CH:25][CH:26]=5)[CH:7]=[CH:6][CH:5]=3)[C:17]3[C:12](=[CH:13][CH:14]=[CH:15][CH:16]=3)[C:11]=2[CH:21]=[CH:20][CH:19]=1, predict the reactants needed to synthesize it. The reactants are: Br[C:2]1[CH:3]=[C:4]([C:8]2[C:17]3[C:12](=[CH:13][CH:14]=[CH:15][CH:16]=3)[CH:11]=[CH:10][CH:9]=2)[CH:5]=[CH:6][CH:7]=1.[CH2:18]([Li])[CH2:19][CH2:20][CH3:21].[CH:23]1[C:36]2[C:35](=[O:37])[C:34]3[C:29](=[CH:30][CH:31]=[CH:32][CH:33]=3)[C:28](=[O:38])[C:27]=2[CH:26]=[CH:25][CH:24]=1.[Cl-].[NH4+]. (7) Given the product [CH3:7][C:6]1([CH3:8])[CH2:5][CH:4]([CH3:10])[CH2:3][CH:2]([OH:1])[CH2:9]1, predict the reactants needed to synthesize it. The reactants are: [O:1]=[C:2]1[CH2:9][C:6]([CH3:8])([CH3:7])[CH2:5][C:4]([CH3:10])=[CH:3]1.[H][H]. (8) Given the product [ClH:23].[F:1][C:2]1[CH:7]=[C:6]([C:8]2[CH:9]=[N:10][N:11]([CH3:13])[CH:12]=2)[CH:5]=[CH:4][C:3]=1[CH:14]([NH2:16])[CH3:15], predict the reactants needed to synthesize it. The reactants are: [F:1][C:2]1[CH:7]=[C:6]([C:8]2[CH:9]=[N:10][N:11]([CH3:13])[CH:12]=2)[CH:5]=[CH:4][C:3]=1[CH:14]([NH:16]S(C(C)(C)C)=O)[CH3:15].[ClH:23].